The task is: Predict the product of the given reaction.. This data is from Forward reaction prediction with 1.9M reactions from USPTO patents (1976-2016). (1) Given the reactants [C:1]([N:3]1[CH2:8][CH2:7][CH:6]([N:9]([CH:27]2[CH2:29][CH2:28]2)[C:10]([C:12]2[CH:13]=[N:14][C:15]([C:18]3[CH:23]=[CH:22][C:21]([CH2:24][C:25]#[N:26])=[CH:20][CH:19]=3)=[N:16][CH:17]=2)=[O:11])[CH2:5][CH2:4]1)#[N:2].[OH:30][NH:31][C:32](=N)[CH2:33][CH3:34], predict the reaction product. The product is: [CH:27]1([N:9]([CH:6]2[CH2:5][CH2:4][N:3]([C:1]3[O:30][N:31]=[C:32]([CH2:33][CH3:34])[N:2]=3)[CH2:8][CH2:7]2)[C:10]([C:12]2[CH:17]=[N:16][C:15]([C:18]3[CH:19]=[CH:20][C:21]([CH2:24][C:25]#[N:26])=[CH:22][CH:23]=3)=[N:14][CH:13]=2)=[O:11])[CH2:28][CH2:29]1. (2) Given the reactants [NH:1]1[C:5]2[CH2:6][CH2:7][NH:8][CH2:9][CH2:10][C:4]=2[N:3]=[C:2]1[C:11]1[C:12]([CH3:22])=[CH:13][C:14]([CH3:21])=[C:15]([CH:20]=1)[C:16]([O:18][CH3:19])=[O:17].[CH:23]1(C2C(I)=CC(C(O)=O)=C(C)C=2)C[CH2:24]1.IC1C(C)=CC(C)=C(C=1)C(O)=O, predict the reaction product. The product is: [CH:22]1([C:12]2[C:11]([C:2]3[NH:3][C:4]4[CH2:10][CH2:9][NH:8][CH2:7][CH2:6][C:5]=4[N:1]=3)=[CH:20][C:15]([C:16]([O:18][CH3:19])=[O:17])=[C:14]([CH3:21])[CH:13]=2)[CH2:24][CH2:23]1. (3) Given the reactants [Br:1][C:2]1[C:10]2[N:9]=[N:8][N:7]([CH2:11][C:12]([CH3:15])([CH3:14])[CH3:13])[C:6]=2[CH:5]=[CH:4][C:3]=1[C:16]1[CH:17]=[CH:18][C:19]([CH2:23][OH:24])=[N+:20]([CH3:22])[CH:21]=1.[BH4-].[Na+], predict the reaction product. The product is: [Br:1][C:2]1[C:10]2[N:9]=[N:8][N:7]([CH2:11][C:12]([CH3:13])([CH3:14])[CH3:15])[C:6]=2[CH:5]=[CH:4][C:3]=1[C:16]1[CH2:17][CH2:18][CH:19]([CH2:23][OH:24])[N:20]([CH3:22])[CH:21]=1. (4) Given the reactants C(OC(=O)[NH:7][CH2:8][C:9]1[CH:14]=[CH:13][C:12]([Cl:15])=[CH:11][C:10]=1[CH2:16][NH:17][C:18]([C@@H:20]1[CH2:24][CH2:23][CH2:22][N:21]1[C:25]([C:27]1[NH:28][C:29]([C:32]([F:35])([F:34])[F:33])=[CH:30][CH:31]=1)=[O:26])=[O:19])(C)(C)C.C(O)(C(F)(F)F)=O, predict the reaction product. The product is: [NH2:7][CH2:8][C:9]1[CH:14]=[CH:13][C:12]([Cl:15])=[CH:11][C:10]=1[CH2:16][NH:17][C:18]([C@@H:20]1[CH2:24][CH2:23][CH2:22][N:21]1[C:25]([C:27]1[NH:28][C:29]([C:32]([F:34])([F:35])[F:33])=[CH:30][CH:31]=1)=[O:26])=[O:19].